The task is: Predict the reactants needed to synthesize the given product.. This data is from Full USPTO retrosynthesis dataset with 1.9M reactions from patents (1976-2016). (1) Given the product [O:14]([C@@H:21]1[CH2:25][CH2:24][N:23]([C:26]([O:28][C:29]([CH3:32])([CH3:31])[CH3:30])=[O:27])[CH2:22]1)[C:15]1[CH:16]=[CH:17][CH:18]=[CH:19][CH:20]=1, predict the reactants needed to synthesize it. The reactants are: O[C@H]1CCN(C(OC(C)(C)C)=O)C1.[O:14]([C@H:21]1[CH2:25][CH2:24][N:23]([C:26]([O:28][C:29]([CH3:32])([CH3:31])[CH3:30])=[O:27])[CH2:22]1)[C:15]1[CH:20]=[CH:19][CH:18]=[CH:17][CH:16]=1. (2) Given the product [CH2:1]([NH:5][CH2:12][C:11]1[CH:14]=[CH:15][C:8]([C:6]#[N:7])=[C:9]([F:16])[CH:10]=1)[CH2:2][CH2:3][CH3:4], predict the reactants needed to synthesize it. The reactants are: [CH2:1]([NH2:5])[CH2:2][CH2:3][CH3:4].[C:6]([C:8]1[CH:15]=[CH:14][C:11]([CH2:12]Br)=[CH:10][C:9]=1[F:16])#[N:7]. (3) The reactants are: Cl[C:2]1[N:10]=[C:9]([CH3:11])[N:8]=[C:7]2[C:3]=1[N:4]=[CH:5][N:6]2C1CCCCO1.Br[C:19]1[CH:20]=[C:21](B(O)O)C(F)=N[CH:24]=1.C(=O)([O-])[O-:30].[K+].[K+].COCCOC. Given the product [O:30]1[CH2:24][CH2:19][CH2:20][CH2:21][CH:11]1[C:9]1[N:8]=[C:7]2[C:3]([N:4]=[CH:5][NH:6]2)=[CH:2][N:10]=1, predict the reactants needed to synthesize it. (4) Given the product [Cl:1][C:2]1[CH:3]=[CH:4][C:5]([O:17][CH2:18][C:19]2[CH:24]=[CH:23][CH:22]=[CH:21][CH:20]=2)=[C:6]([CH2:8][N:9]2[CH:13]=[CH:12][C:11]([C:14]([Cl:27])=[O:15])=[N:10]2)[CH:7]=1, predict the reactants needed to synthesize it. The reactants are: [Cl:1][C:2]1[CH:3]=[CH:4][C:5]([O:17][CH2:18][C:19]2[CH:24]=[CH:23][CH:22]=[CH:21][CH:20]=2)=[C:6]([CH2:8][N:9]2[CH:13]=[CH:12][C:11]([C:14](O)=[O:15])=[N:10]2)[CH:7]=1.S(Cl)([Cl:27])=O. (5) Given the product [Cl:1][C:2]1[C:7]([NH:8][C:9]2[C:18]3[C:13](=[CH:14][C:15]([O:27][CH2:41][C:42]([F:45])([F:44])[F:43])=[CH:16][C:17]=3[O:19][CH:20]3[CH2:25][CH2:24][N:23]([CH3:26])[CH2:22][CH2:21]3)[N:12]=[CH:11][N:10]=2)=[C:6]2[O:28][CH2:29][O:30][C:5]2=[CH:4][CH:3]=1, predict the reactants needed to synthesize it. The reactants are: [Cl:1][C:2]1[C:7]([NH:8][C:9]2[C:18]3[C:13](=[CH:14][C:15]([OH:27])=[CH:16][C:17]=3[O:19][CH:20]3[CH2:25][CH2:24][N:23]([CH3:26])[CH2:22][CH2:21]3)[N:12]=[CH:11][N:10]=2)=[C:6]2[O:28][CH2:29][O:30][C:5]2=[CH:4][CH:3]=1.C1(C)C=CC(S(O[CH2:41][C:42]([F:45])([F:44])[F:43])(=O)=O)=CC=1.C(=O)([O-])[O-].[K+].[K+]. (6) Given the product [C:1]([O:5][C:6](=[O:32])[NH:7][C:8]([C:11]1[CH:16]=[CH:15][C:14]([NH2:17])=[CH:13][N:12]=1)([CH3:10])[CH3:9])([CH3:2])([CH3:3])[CH3:4], predict the reactants needed to synthesize it. The reactants are: [C:1]([O:5][C:6](=[O:32])[NH:7][C:8]([C:11]1[CH:16]=[CH:15][C:14]([N:17](CC2C=CC=CC=2)CC2C=CC=CC=2)=[CH:13][N:12]=1)([CH3:10])[CH3:9])([CH3:4])([CH3:3])[CH3:2].CO.C(Cl)(Cl)Cl. (7) Given the product [Cl:11][C:12]1[CH:13]=[C:14]([N:19]2[C:6](=[O:7])[C:4]([Br:5])=[C:2]([Br:3])[CH:1]=[N:20]2)[CH:15]=[CH:16][C:17]=1[F:18], predict the reactants needed to synthesize it. The reactants are: [C:1](O)(=O)/[C:2](=[C:4](\[CH:6]=[O:7])/[Br:5])/[Br:3].Cl.[Cl:11][C:12]1[CH:13]=[C:14]([NH:19][NH2:20])[CH:15]=[CH:16][C:17]=1[F:18].